Dataset: Forward reaction prediction with 1.9M reactions from USPTO patents (1976-2016). Task: Predict the product of the given reaction. (1) Given the reactants [F:1][C:2]([F:20])([F:19])[C:3](O)=[CH:4][C:5]([C:7]1[CH:17]=[CH:16][C:10]2[O:11][CH2:12][C:13](=[O:15])[NH:14][C:9]=2[CH:8]=1)=O.Cl.[CH2:22]([C:24]1[CH:29]=[CH:28][CH:27]=[CH:26][C:25]=1[NH:30][NH2:31])[CH3:23], predict the reaction product. The product is: [CH2:22]([C:24]1[CH:29]=[CH:28][CH:27]=[CH:26][C:25]=1[N:30]1[C:5]([C:7]2[CH:17]=[CH:16][C:10]3[O:11][CH2:12][C:13](=[O:15])[NH:14][C:9]=3[CH:8]=2)=[CH:4][C:3]([C:2]([F:20])([F:19])[F:1])=[N:31]1)[CH3:23]. (2) The product is: [Cl-:46].[C:1]([NH:4][CH2:5][CH2:6][C:7]1[CH:12]=[C:11]([CH2:13][CH2:14][CH2:15][O:16][CH3:17])[CH:10]=[CH:9][C:8]=1[C:18]1[O:22][N:21]=[C:20]([C@@H:23]2[C@:28]([C:30]3[CH:35]=[CH:34][C:33]([F:36])=[C:32]([F:37])[CH:31]=3)([OH:29])[CH2:27][CH2:26][NH2+:25][CH2:24]2)[C:19]=1[Br:45])(=[O:3])[CH3:2]. Given the reactants [C:1]([NH:4][CH2:5][CH2:6][C:7]1[CH:12]=[C:11]([CH2:13][CH2:14][CH2:15][O:16][CH3:17])[CH:10]=[CH:9][C:8]=1[C:18]1[O:22][N:21]=[C:20]([C@@H:23]2[C@:28]([C:30]3[CH:35]=[CH:34][C:33]([F:36])=[C:32]([F:37])[CH:31]=3)([OH:29])[CH2:27][CH2:26][N:25](C(OC(C)(C)C)=O)[CH2:24]2)[C:19]=1[Br:45])(=[O:3])[CH3:2].[ClH:46], predict the reaction product. (3) Given the reactants C(N(CC)CC)C.[CH:8]1([C:14](Cl)=[O:15])[CH2:13][CH2:12][CH2:11][CH2:10][CH2:9]1.[C:17]([O:21][C:22]([NH:24][C@H:25]1[CH2:31][CH2:30][C@@H:29]([OH:32])[CH2:28][NH:27][C:26]1=[O:33])=[O:23])([CH3:20])([CH3:19])[CH3:18], predict the reaction product. The product is: [C:17]([O:21][C:22]([NH:24][C@H:25]1[CH2:31][CH2:30][C@@H:29]([O:32][C:14]([CH:8]2[CH2:13][CH2:12][CH2:11][CH2:10][CH2:9]2)=[O:15])[CH2:28][NH:27][C:26]1=[O:33])=[O:23])([CH3:20])([CH3:18])[CH3:19]. (4) Given the reactants [CH2:1]([C:8]1[CH:9]=[N:10][C:11]2[C:16]([C:17]=1[C:18]1[CH:19]=[C:20]([NH2:24])[CH:21]=[CH:22][CH:23]=1)=[CH:15][CH:14]=[CH:13][C:12]=2[C:25]([F:28])([F:27])[F:26])[C:2]1[CH:7]=[CH:6][CH:5]=[CH:4][CH:3]=1.[CH2:29]([O:36][C:37]1[CH:38]=[C:39]([CH:42]=[C:43]([O:45][CH2:46][C:47]2[CH:52]=[CH:51][CH:50]=[CH:49][CH:48]=2)[CH:44]=1)[CH:40]=O)[C:30]1[CH:35]=[CH:34][CH:33]=[CH:32][CH:31]=1, predict the reaction product. The product is: [CH2:1]([C:8]1[CH:9]=[N:10][C:11]2[C:16]([C:17]=1[C:18]1[CH:19]=[C:20]([NH:24][CH2:40][C:39]3[CH:42]=[C:43]([O:45][CH2:46][C:47]4[CH:52]=[CH:51][CH:50]=[CH:49][CH:48]=4)[CH:44]=[C:37]([O:36][CH2:29][C:30]4[CH:35]=[CH:34][CH:33]=[CH:32][CH:31]=4)[CH:38]=3)[CH:21]=[CH:22][CH:23]=1)=[CH:15][CH:14]=[CH:13][C:12]=2[C:25]([F:28])([F:26])[F:27])[C:2]1[CH:3]=[CH:4][CH:5]=[CH:6][CH:7]=1.